Task: Binary Classification. Given a T-cell receptor sequence (or CDR3 region) and an epitope sequence, predict whether binding occurs between them.. Dataset: TCR-epitope binding with 47,182 pairs between 192 epitopes and 23,139 TCRs (1) The epitope is YIFFASFYY. The TCR CDR3 sequence is CASSQDFGPGSLYNEQFF. Result: 1 (the TCR binds to the epitope). (2) The epitope is FLPRVFSAV. The TCR CDR3 sequence is CASSQEQNTEAFF. Result: 1 (the TCR binds to the epitope). (3) The epitope is FLLNKEMYL. The TCR CDR3 sequence is CASSLRSVAGGPNEQFF. Result: 0 (the TCR does not bind to the epitope). (4) The epitope is ISPRTLNAW. The TCR CDR3 sequence is CASSLGLGLYEQYF. Result: 0 (the TCR does not bind to the epitope). (5) The epitope is ARMILMTHF. The TCR CDR3 sequence is CASSPKGVEQYF. Result: 0 (the TCR does not bind to the epitope). (6) The epitope is NYSGVVTTVMF. The TCR CDR3 sequence is CASSLRTANYEQYF. Result: 1 (the TCR binds to the epitope).